From a dataset of Full USPTO retrosynthesis dataset with 1.9M reactions from patents (1976-2016). Predict the reactants needed to synthesize the given product. (1) Given the product [CH2:1]([C:8]1[CH:9]=[N:10][C:11]2[C:16]([C:17]=1[C:18]1[CH:19]=[C:20]([CH:21]=[CH:22][CH:23]=1)[O:24][C@H:47]([C:44]1[CH:45]=[CH:46][C:41]([CH2:40][C:39]([OH:50])=[O:38])=[CH:42][CH:43]=1)[CH3:48])=[CH:15][CH:14]=[CH:13][C:12]=2[C:25]([F:28])([F:26])[F:27])[C:2]1[CH:3]=[CH:4][CH:5]=[CH:6][CH:7]=1, predict the reactants needed to synthesize it. The reactants are: [CH2:1]([C:8]1[CH:9]=[N:10][C:11]2[C:16]([C:17]=1[C:18]1[CH:19]=[C:20]([OH:24])[CH:21]=[CH:22][CH:23]=1)=[CH:15][CH:14]=[CH:13][C:12]=2[C:25]([F:28])([F:27])[F:26])[C:2]1[CH:7]=[CH:6][CH:5]=[CH:4][CH:3]=1.C1(O)C=CC=CC=1.C([O:38][C:39](=[O:50])[CH2:40][C:41]1[CH:46]=[CH:45][C:44]([CH:47](O)[CH3:48])=[CH:43][CH:42]=1)C. (2) Given the product [NH2:15][C:14]1[CH:13]=[CH:12][C:5]([C:6]([O:8][CH2:9][CH:10]=[CH2:11])=[O:7])=[CH:4][C:3]=1[O:2][CH3:1], predict the reactants needed to synthesize it. The reactants are: [CH3:1][O:2][C:3]1[CH:4]=[C:5]([CH:12]=[CH:13][C:14]=1[N+:15]([O-])=O)[C:6]([O:8][CH2:9][CH:10]=[CH2:11])=[O:7].Cl[Sn]Cl. (3) Given the product [CH3:21][Si:20]([CH3:23])([CH3:22])[CH2:19][CH2:18][O:17][CH2:16][N:14]1[CH:15]=[C:11]([CH:8]2[CH2:9][CH2:10][C:5](=[O:4])[CH2:6][CH2:7]2)[CH:12]=[N:13]1, predict the reactants needed to synthesize it. The reactants are: O1[C:5]2([CH2:10][CH2:9][CH:8]([C:11]3[CH:12]=[N:13][N:14]([CH2:16][O:17][CH2:18][CH2:19][Si:20]([CH3:23])([CH3:22])[CH3:21])[CH:15]=3)[CH2:7][CH2:6]2)[O:4]CC1.O.Cl. (4) Given the product [CH:12]1([CH2:15][CH2:16][NH:17][C:18]([C:20]2[N:21]=[N:22][C:23]([N:26]3[CH2:27][CH2:28][N:1]([C:2]4[C:10]5[C:5](=[CH:6][CH:7]=[CH:8][CH:9]=5)[C:4](=[O:11])[N:3]=4)[CH2:30][CH2:31]3)=[CH:24][CH:25]=2)=[O:19])[CH2:14][CH2:13]1, predict the reactants needed to synthesize it. The reactants are: [NH2:1][C:2]1[C:10]2[C:5](=[CH:6][CH:7]=[CH:8][CH:9]=2)[C:4](=[O:11])[N:3]=1.[CH:12]1([CH2:15][CH2:16][NH:17][C:18]([C:20]2[N:21]=[N:22][C:23]([N:26]3[CH2:31][CH2:30]N[CH2:28][CH2:27]3)=[CH:24][CH:25]=2)=[O:19])[CH2:14][CH2:13]1. (5) The reactants are: [H-].[Na+].Br[CH2:4][C:5]([O:7][CH2:8][CH3:9])=[O:6].[C:10]([N:13]1[C:17]2[C:18]([Br:22])=[CH:19][CH:20]=[CH:21][C:16]=2[NH:15][C:14]1=[O:23])(=[O:12])[CH3:11]. Given the product [C:10]([N:13]1[C:17]2[C:18]([Br:22])=[CH:19][CH:20]=[CH:21][C:16]=2[N:15]([CH2:4][C:5]([O:7][CH2:8][CH3:9])=[O:6])[C:14]1=[O:23])(=[O:12])[CH3:11], predict the reactants needed to synthesize it. (6) Given the product [CH:6]1([CH2:9][N:11]2[CH2:17][CH2:16][CH:15]3[CH2:18][NH:19][CH2:20][CH2:21][N:14]3[C:13]3[N:29]=[CH:30][CH:31]=[CH:32][C:12]2=3)[CH2:7][CH2:8]1, predict the reactants needed to synthesize it. The reactants are: CN(CC)C.[CH:6]1([C:9]([N:11]2[CH2:17][CH2:16][CH:15]3[CH2:18][N:19](C(OC(C)(C)C)=O)[CH2:20][CH2:21][N:14]3[C:13]3[N:29]=[CH:30][CH:31]=[CH:32][C:12]2=3)=O)[CH2:8][CH2:7]1.[OH-].[Na+].FC(F)(F)C(O)=O.